This data is from Microsomal clearance measurements from AstraZeneca. The task is: Regression/Classification. Given a drug SMILES string, predict its absorption, distribution, metabolism, or excretion properties. Task type varies by dataset: regression for continuous measurements (e.g., permeability, clearance, half-life) or binary classification for categorical outcomes (e.g., BBB penetration, CYP inhibition). For this dataset (clearance_microsome_az), we predict log10(clearance) (log10 of the in vitro intrinsic clearance, CLint, in uL/min per mg of human liver microsomal protein, equivalently mL/min/g; values are censored to the assay range of 3 to 150, which is 0.477 to 2.18 on this log10 scale). The molecule is Cc1ccc(S(=O)(=O)Nc2c(C(=O)N[C@H](C)C(C)(C)C)c(C)nn2-c2ccccc2)cc1. The log10(clearance) is 1.62.